Dataset: Drug-target binding data from BindingDB using Kd measurements. Task: Regression. Given a target protein amino acid sequence and a drug SMILES string, predict the binding affinity score between them. We predict pKd (pKd = -log10(Kd in M); higher means stronger binding). Dataset: bindingdb_kd. The drug is CN(C)C[C@@H]1CCn2cc(c3ccccc32)C2=C(C(=O)NC2=O)c2cn(c3ccccc23)CCO1. The target protein (Q9BRS2) has sequence MDYRRLLMSRVVPGQFDDADSSDSENRDLKTVKEKDDILFEDLQDNVNENGEGEIEDEEEEGYDDDDDDWDWDEGVGKLAKGYVWNGGSNPQANRQTSDSSSAKMSTPADKVLRKFENKINLDKLNVTDSVINKVTEKSRQKEADMYRIKDKADRATVEQVLDPRTRMILFKMLTRGIITEINGCISTGKEANVYHASTANGESRAIKIYKTSILVFKDRDKYVSGEFRFRHGYCKGNPRKMVKTWAEKEMRNLIRLNTAEIPCPEPIMLRSHVLVMSFIGKDDMPAPLLKNVQLSESKARELYLQVIQYMRRMYQDARLVHADLSEFNMLYHGGGVYIIDVSQSVEHDHPHALEFLRKDCANVNDFFMRHSVAVMTVRELFEFVTDPSITHENMDAYLSKAMEIASQRTKEERSSQDHVDEEVFKRAYIPRTLNEVKNYERDMDIIMKLKEEDMAMNAQQDNILYQTVTGLKKDLSGVQKVPALLENQVEERTCSDSED.... The pKd is 6.1.